This data is from Catalyst prediction with 721,799 reactions and 888 catalyst types from USPTO. The task is: Predict which catalyst facilitates the given reaction. (1) Reactant: N[CH:2]1[CH:9]2[CH2:10][CH:5]3[CH2:6][CH:7]([CH2:11][C:3]1([OH:12])[CH2:4]3)[CH2:8]2.[Cl:13][C:14]1[CH:19]=[CH:18][CH:17]=[CH:16][C:15]=1[S:20]([N:23]1[CH2:28][CH2:27][CH2:26][C@H:25]([C:29]([OH:31])=O)[CH2:24]1)(=[O:22])=[O:21].O.O[N:34]1C2C=CC=CC=2N=N1.Cl.CN(C)CCCN=C=NCC. The catalyst class is: 4. Product: [OH:12][C:3]12[CH2:11][CH:7]3[CH2:6][CH:5]([CH2:10][C:9]([NH:34][C:29]([CH:25]4[CH2:26][CH2:27][CH2:28][N:23]([S:20]([C:15]5[CH:16]=[CH:17][CH:18]=[CH:19][C:14]=5[Cl:13])(=[O:22])=[O:21])[CH2:24]4)=[O:31])([CH2:8]3)[CH2:2]1)[CH2:4]2. (2) Reactant: [F:1][C:2]([F:13])([F:12])[C:3]1[C:11]2[CH2:10][CH2:9][CH2:8][CH2:7][C:6]=2[NH:5][N:4]=1.CC(C)([O-])C.[K+].CN(C=O)C.Br[CH2:26][CH2:27][CH2:28][C:29]([O:31][CH3:32])=[O:30]. Product: [F:13][C:2]([F:1])([F:12])[C:3]1[C:11]2[CH2:10][CH2:9][CH2:8][CH2:7][C:6]=2[N:5]([CH2:26][CH2:27][CH2:28][C:29]([O:31][CH3:32])=[O:30])[N:4]=1. The catalyst class is: 6. (3) Product: [CH2:31]([O:30][C:27]1[CH:26]=[C:6]([CH:5]=[C:4]([O:3][CH2:1][CH3:2])[C:28]=1[F:29])[CH2:7][N:8]1[CH2:13][CH2:12][CH:11]([NH:14][C:15]([C:16]2[CH:17]=[C:18]([O:24][S:34]([CH3:33])(=[O:36])=[O:35])[CH:19]=[C:20]([O:22][CH3:23])[CH:21]=2)=[O:25])[CH2:10][CH2:9]1)[CH3:32]. The catalyst class is: 2. Reactant: [CH2:1]([O:3][C:4]1[CH:5]=[C:6]([CH:26]=[C:27]([O:30][CH2:31][CH3:32])[C:28]=1[F:29])[CH2:7][N:8]1[CH2:13][CH2:12][CH:11]([NH:14][C:15](=[O:25])[C:16]2[CH:21]=[C:20]([O:22][CH3:23])[CH:19]=[C:18]([OH:24])[CH:17]=2)[CH2:10][CH2:9]1)[CH3:2].[CH3:33][S:34](Cl)(=[O:36])=[O:35].C(N(C(C)C)C(C)C)C. (4) Reactant: [NH2:1][CH2:2][CH2:3][NH:4][C:5]1[CH:10]=[CH:9][C:8]([N+:11]([O-:13])=[O:12])=[CH:7][N:6]=1.C(N(CC)CC)C.[Cl:21][CH2:22][C:23](Cl)=[O:24].C(O)C. Product: [Cl:21][CH2:22][C:23]([NH:1][CH2:2][CH2:3][NH:4][C:5]1[CH:10]=[CH:9][C:8]([N+:11]([O-:13])=[O:12])=[CH:7][N:6]=1)=[O:24]. The catalyst class is: 2. (5) Reactant: Cl[C:2](=O)[CH2:3][C:4]([O:6][CH2:7]C)=[O:5].[NH2:10][C:11]1[CH:16]=[CH:15][C:14]([Br:17])=[CH:13][C:12]=1[S:18]([NH2:21])(=[O:20])=[O:19].C(N(CC)CC)C.CN(C1C=CC=CN=1)C. Product: [Br:17][C:14]1[CH:15]=[CH:16][C:11]2[N:10]=[C:2]([CH2:3][C:4]([O:6][CH3:7])=[O:5])[NH:21][S:18](=[O:20])(=[O:19])[C:12]=2[CH:13]=1. The catalyst class is: 7. (6) Reactant: C([O:7][CH2:8][CH2:9][O:10][C:11]1[CH:16]=[CH:15][C:14](/[C:17](/[C:28]2[CH:33]=[CH:32][CH:31]=[CH:30][CH:29]=2)=[C:18](\[C:22]2[CH:27]=[CH:26][CH:25]=[CH:24][CH:23]=2)/[CH2:19][CH2:20][Cl:21])=[CH:13][CH:12]=1)(=O)C(C)(C)C.CO.O.[OH-].[Na+]. Product: [CH:25]1[CH:26]=[CH:27][C:22](/[C:18](/[CH2:19][CH2:20][Cl:21])=[C:17](\[C:14]2[CH:15]=[CH:16][C:11]([O:10][CH2:9][CH2:8][OH:7])=[CH:12][CH:13]=2)/[C:28]2[CH:29]=[CH:30][CH:31]=[CH:32][CH:33]=2)=[CH:23][CH:24]=1. The catalyst class is: 1.